From a dataset of Forward reaction prediction with 1.9M reactions from USPTO patents (1976-2016). Predict the product of the given reaction. (1) Given the reactants [F:1][C:2]1[CH:3]=[N:4][CH:5]=[CH:6][C:7]=1[CH2:8][OH:9].[CH3:10][S:11](Cl)(=[O:13])=[O:12], predict the reaction product. The product is: [F:1][C:2]1[CH:3]=[N:4][CH:5]=[CH:6][C:7]=1[CH2:8][O:9][S:11]([CH3:10])(=[O:13])=[O:12]. (2) The product is: [Br:13][C:10]1[C:4]([C:5]([O:7][CH2:8][CH3:9])=[O:6])=[CH:3][C:2]([C:17]2[CH:18]=[N:19][CH:20]=[C:15]([CH3:14])[CH:16]=2)=[N:12][CH:11]=1. Given the reactants Br[C:2]1[CH:3]=[C:4]([C:10]([Br:13])=[CH:11][N:12]=1)[C:5]([O:7][CH2:8][CH3:9])=[O:6].[CH3:14][C:15]1[CH:16]=[C:17](B(O)O)[CH:18]=[N:19][CH:20]=1.C(=O)([O-])[O-].[Cs+].[Cs+].O, predict the reaction product. (3) Given the reactants C(N[C@H:9](C(O)=O)[CH2:10][CH2:11][C:12]([OH:14])=O)(OC(C)(C)C)=O.C(OC([NH:25][CH2:26][C:27]([O:29][CH2:30][CH2:31][CH2:32][CH2:33][O:34][N+:35]([O-:37])=[O:36])=[O:28])=O)(C)(C)C, predict the reaction product. The product is: [NH2:25][C@@H:26]([CH2:26][C:27]([O:14][CH2:12][CH2:11][CH2:10][CH2:9][O:36][N+:35]([O-:37])=[O:34])=[O:28])[C:27]([O:29][CH2:30][CH2:31][CH2:32][CH2:33][O:34][N+:35]([O-:37])=[O:36])=[O:28].